From a dataset of Forward reaction prediction with 1.9M reactions from USPTO patents (1976-2016). Predict the product of the given reaction. (1) Given the reactants [CH3:1][C:2]1[CH:3]=[C:4]([CH:8]=[CH:9][CH:10]=1)[C:5]([OH:7])=[O:6].C(O)(=O)C.C(O)(=O)C.[I:19]C1C=CC=CC=1.II, predict the reaction product. The product is: [I:19][C:8]1[CH:9]=[CH:10][C:2]([CH3:1])=[CH:3][C:4]=1[C:5]([OH:7])=[O:6]. (2) Given the reactants [CH3:1][O:2][P:3]([CH3:7])(=[O:6])[O:4][CH3:5].[Li+].CCC[CH2-].C[O:14][C:15]([C:17]1[CH:18]=[N:19][N:20]([C:23]2[CH:28]=[CH:27][CH:26]=[CH:25][CH:24]=2)[C:21]=1[CH3:22])=O, predict the reaction product. The product is: [CH3:1][O:2][P:3]([CH2:7][C:15]([C:17]1[CH:18]=[N:19][N:20]([C:23]2[CH:28]=[CH:27][CH:26]=[CH:25][CH:24]=2)[C:21]=1[CH3:22])=[O:14])(=[O:6])[O:4][CH3:5].